This data is from Full USPTO retrosynthesis dataset with 1.9M reactions from patents (1976-2016). The task is: Predict the reactants needed to synthesize the given product. (1) Given the product [F:1][C:2]1[CH:3]=[C:4]([CH:5]=[C:6]([F:8])[CH:7]=1)[CH2:9][C@H:10]([NH:14][C:15](=[O:21])[O:16][C:17]([CH3:20])([CH3:19])[CH3:18])[C@H:11]([OH:12])[CH2:13][NH:27][CH2:26][C:25]1[CH:28]=[CH:29][CH:30]=[C:23]([I:22])[CH:24]=1, predict the reactants needed to synthesize it. The reactants are: [F:1][C:2]1[CH:3]=[C:4]([CH2:9][C@H:10]([NH:14][C:15](=[O:21])[O:16][C:17]([CH3:20])([CH3:19])[CH3:18])[C@H:11]2[CH2:13][O:12]2)[CH:5]=[C:6]([F:8])[CH:7]=1.[I:22][C:23]1[CH:24]=[C:25]([CH:28]=[CH:29][CH:30]=1)[CH2:26][NH2:27].FC1C=C(C[C@H](NC(=O)OCC2C=CC=CC=2)[C@H]2CO2)C=C(F)C=1. (2) Given the product [NH2:1][C:2]1[CH:43]=[CH:42][C:5]([C:6]([NH:8][C@H:9]2[CH2:14][CH2:13][CH2:12][C@@H:11]([NH:15][C:16]3[N:21]=[C:20]([C:22]4[C:30]5[C:25](=[CH:26][CH:27]=[CH:28][CH:29]=5)[NH:24][CH:23]=4)[C:19]([C:40]#[N:41])=[CH:18][N:17]=3)[CH2:10]2)=[O:7])=[CH:4][CH:3]=1, predict the reactants needed to synthesize it. The reactants are: [NH2:1][C:2]1[CH:43]=[CH:42][C:5]([C:6]([NH:8][C@H:9]2[CH2:14][CH2:13][CH2:12][C@@H:11]([NH:15][C:16]3[N:21]=[C:20]([C:22]4[C:30]5[C:25](=[CH:26][CH:27]=[CH:28][CH:29]=5)[N:24](S(C5C=CC=CC=5)(=O)=O)[CH:23]=4)[C:19]([C:40]#[N:41])=[CH:18][N:17]=3)[CH2:10]2)=[O:7])=[CH:4][CH:3]=1.[OH-].[Na+].Cl. (3) Given the product [Br:1][C:2]1[CH:3]=[C:4]2[C:5]([CH:8]=[CH:9][C:10]3[S:11][C:12]([Cl:15])=[CH:13][C:14]=32)=[CH:6][CH:7]=1, predict the reactants needed to synthesize it. The reactants are: [Br:1][C:2]1[CH:7]=[CH:6][C:5]([CH:8]=[CH:9][C:10]2[S:11][C:12]([Cl:15])=[CH:13][CH:14]=2)=[CH:4][CH:3]=1.BrC1C=C(C=CC2C=CC(Cl)=CC=2)SC=1. (4) Given the product [OH:9][C:4]1[C:5]([CH3:8])=[C:6]2[C:7](=[C:2]([CH3:1])[CH:3]=1)[O:16][C:14](=[O:15])[CH2:13][C:12]2([CH3:17])[CH3:11], predict the reactants needed to synthesize it. The reactants are: [CH3:1][C:2]1[CH:7]=[CH:6][C:5]([CH3:8])=[C:4]([OH:9])[C:3]=1O.[CH3:11][C:12]([CH3:17])=[CH:13][C:14]([OH:16])=[O:15].CS(O)(=O)=O. (5) Given the product [Br:24][C:3]1[N:4]2[CH2:9][CH2:8][N:7]([C:10]([O:12][C:13]([CH3:16])([CH3:15])[CH3:14])=[O:11])[CH2:6][C:5]2=[N:1][CH:2]=1, predict the reactants needed to synthesize it. The reactants are: [N:1]1[CH:2]=[CH:3][N:4]2[CH2:9][CH2:8][N:7]([C:10]([O:12][C:13]([CH3:16])([CH3:15])[CH3:14])=[O:11])[CH2:6][C:5]=12.C1C(=O)N([Br:24])C(=O)C1. (6) Given the product [Br:1][C:2]1[C:7]([O:8][CH3:9])=[CH:6][C:5]([C:10]([C:12]2[CH:13]=[CH:14][CH:15]=[CH:16][CH:17]=2)=[O:11])=[C:4]([OH:18])[CH:3]=1, predict the reactants needed to synthesize it. The reactants are: [Br:1][C:2]1[C:7]([O:8][CH3:9])=[CH:6][C:5]([C:10]([C:12]2[CH:17]=[CH:16][CH:15]=[CH:14][CH:13]=2)=[O:11])=[C:4]([O:18]C)[CH:3]=1.B(Cl)(Cl)Cl. (7) Given the product [CH3:15][O:18][C:19]1[CH:20]=[CH:10][N:9]=[C:8]([C:7](=[O:14])[CH3:6])[CH:12]=1, predict the reactants needed to synthesize it. The reactants are: C[Mg]Br.CO[C:6]1C=[CH:10][N:9]=[C:8]([C:12]#N)[CH:7]=1.[OH2:14].[C:15]([O:18][CH2:19][CH3:20])(=O)C. (8) Given the product [CH2:1]([N:8]1[C:17](=[O:18])[C:16]2[C:11](=[CH:12][C:13]([Cl:19])=[CH:14][CH:15]=2)[N:10]=[C:9]1[CH:20]([N:24]1[CH2:25][C:26]([CH3:28])([CH3:27])[N:29]=[C:30]1[C:31]1[CH:36]=[CH:35][C:34]([CH3:37])=[C:33]([F:38])[CH:32]=1)[CH:21]([CH3:23])[CH3:22])[C:2]1[CH:7]=[CH:6][CH:5]=[CH:4][CH:3]=1, predict the reactants needed to synthesize it. The reactants are: [CH2:1]([N:8]1[C:17](=[O:18])[C:16]2[C:11](=[CH:12][C:13]([Cl:19])=[CH:14][CH:15]=2)[N:10]=[C:9]1[CH:20]([NH:24][CH2:25][C:26]([NH:29][C:30](=O)[C:31]1[CH:36]=[CH:35][C:34]([CH3:37])=[C:33]([F:38])[CH:32]=1)([CH3:28])[CH3:27])[CH:21]([CH3:23])[CH3:22])[C:2]1[CH:7]=[CH:6][CH:5]=[CH:4][CH:3]=1.